Dataset: Peptide-MHC class I binding affinity with 185,985 pairs from IEDB/IMGT. Task: Regression. Given a peptide amino acid sequence and an MHC pseudo amino acid sequence, predict their binding affinity value. This is MHC class I binding data. (1) The peptide sequence is VPFVQWFVGL. The MHC is Patr-A0701 with pseudo-sequence Patr-A0701. The binding affinity (normalized) is 0.345. (2) The peptide sequence is VTLFYCDER. The MHC is HLA-A33:01 with pseudo-sequence HLA-A33:01. The binding affinity (normalized) is 0.478. (3) The peptide sequence is TMRTPLFPW. The MHC is HLA-A03:01 with pseudo-sequence HLA-A03:01. The binding affinity (normalized) is 0.0847. (4) The peptide sequence is YPYQLMLSL. The MHC is HLA-A68:23 with pseudo-sequence HLA-A68:23. The binding affinity (normalized) is 0.533. (5) The MHC is HLA-A26:01 with pseudo-sequence HLA-A26:01. The binding affinity (normalized) is 0.0847. The peptide sequence is AVFDGCVVY. (6) The peptide sequence is SEYRHYQYSL. The MHC is H-2-Kk with pseudo-sequence H-2-Kk. The binding affinity (normalized) is 0.524.